From a dataset of Forward reaction prediction with 1.9M reactions from USPTO patents (1976-2016). Predict the product of the given reaction. (1) Given the reactants [Cl:1][C:2]1[CH:3]=[CH:4][C:5]([C:8]([NH:10][C:11]2[CH:16]=[CH:15][CH:14]=[CH:13][CH:12]=2)=[O:9])=[N:6][CH:7]=1.C([N-]C(C)C)(C)C.[Li+].CN([CH:28]=[O:29])C, predict the reaction product. The product is: [Cl:1][C:2]1[CH:3]=[C:4]2[CH:28]([OH:29])[N:10]([C:11]3[CH:12]=[CH:13][CH:14]=[CH:15][CH:16]=3)[C:8](=[O:9])[C:5]2=[N:6][CH:7]=1. (2) Given the reactants [NH2:1][C:2]1[N:3]=[C:4]2[CH:9]=[CH:8][C:7]([O:10][C:11]3[CH:12]=[C:13]([NH:17][C:18]([C:20]4[C:25]([CH3:26])=[CH:24][CH:23]=[CH:22][N:21]=4)=[O:19])[CH:14]=[CH:15][CH:16]=3)=[CH:6][N:5]2[CH:27]=1.[N:28]1([CH2:34][C:35](O)=[O:36])[CH2:33][CH2:32][O:31][CH2:30][CH2:29]1.Cl.CN(C)CCCN=C=NCC.N1(O)C2C=CC=CC=2N=N1.C(N(CC)C(C)C)(C)C, predict the reaction product. The product is: [CH3:26][C:25]1[C:20]([C:18]([NH:17][C:13]2[CH:14]=[CH:15][CH:16]=[C:11]([O:10][C:7]3[CH:8]=[CH:9][C:4]4[N:5]([CH:27]=[C:2]([NH:1][C:35](=[O:36])[CH2:34][N:28]5[CH2:33][CH2:32][O:31][CH2:30][CH2:29]5)[N:3]=4)[CH:6]=3)[CH:12]=2)=[O:19])=[N:21][CH:22]=[CH:23][CH:24]=1. (3) Given the reactants [OH:1][C:2]1[CH:7]=[CH:6][CH:5]=[CH:4][C:3]=1[NH:8][C:9]1[O:10][CH2:11][C:12](=[O:19])[C:13]=1[C:14]([O:16][CH2:17][CH3:18])=[O:15].Cl[CH2:21][CH2:22][OH:23].C(=O)([O-])[O-].[K+].[K+].C(OCC)(=O)C, predict the reaction product. The product is: [OH:23][CH2:22][CH2:21][O:1][C:2]1[CH:7]=[CH:6][CH:5]=[CH:4][C:3]=1[NH:8][C:9]1[O:10][CH2:11][C:12](=[O:19])[C:13]=1[C:14]([O:16][CH2:17][CH3:18])=[O:15].